Dataset: Full USPTO retrosynthesis dataset with 1.9M reactions from patents (1976-2016). Task: Predict the reactants needed to synthesize the given product. (1) Given the product [O:1]1[C:5]([C:6]2[CH:7]=[CH:8][C:9]([CH2:10][NH2:12])=[CH:13][CH:14]=2)=[CH:4][N:3]=[CH:2]1, predict the reactants needed to synthesize it. The reactants are: [O:1]1[C:5]([C:6]2[CH:14]=[CH:13][C:9]([C:10]([NH2:12])=O)=[CH:8][CH:7]=2)=[CH:4][N:3]=[CH:2]1.B.C1COCC1. (2) Given the product [Cl:1][C:2]1[CH:7]=[CH:6][C:5]([CH:8]([C:20]2[CH:25]=[CH:24][C:23]([Cl:26])=[CH:22][CH:21]=2)[C:9]2[CH:10]=[C:11]3[C:16](=[CH:17][CH:18]=2)[N:15]=[CH:14][N:13]=[C:12]3[NH:29][CH:30]2[CH2:35][CH2:34][N:33]([C:36](=[O:44])[CH2:37][CH2:38][C:39]([O:41][CH2:42][CH3:43])=[O:40])[CH2:32][CH2:31]2)=[CH:4][CH:3]=1, predict the reactants needed to synthesize it. The reactants are: [Cl:1][C:2]1[CH:7]=[CH:6][C:5]([CH:8]([C:20]2[CH:25]=[CH:24][C:23]([Cl:26])=[CH:22][CH:21]=2)[C:9]2[CH:10]=[C:11]3[C:16](=[CH:17][CH:18]=2)[N:15]=[CH:14][N:13]=[C:12]3Cl)=[CH:4][CH:3]=1.Cl.Cl.[NH2:29][CH:30]1[CH2:35][CH2:34][N:33]([C:36](=[O:44])[CH2:37][CH2:38][C:39]([O:41][CH2:42][CH3:43])=[O:40])[CH2:32][CH2:31]1.C(N(CC)CC)C.CC(O)C. (3) Given the product [I-:23].[OH:11][C:7]1[CH:6]=[C:5]([C@@H:3]([N+:2]([CH3:20])([CH3:1])[C@H:12]([C:14]2[CH:19]=[CH:18][CH:17]=[CH:16][CH:15]=2)[CH3:13])[CH3:4])[CH:10]=[CH:9][CH:8]=1, predict the reactants needed to synthesize it. The reactants are: [CH3:1][N:2]([C@H:12]([C:14]1[CH:19]=[CH:18][CH:17]=[CH:16][CH:15]=1)[CH3:13])[C@H:3]([C:5]1[CH:6]=[C:7]([OH:11])[CH:8]=[CH:9][CH:10]=1)[CH3:4].[CH3:20]O.C[I:23]. (4) Given the product [F:11][C:10]([F:13])([F:12])[CH2:9][S:8][C:4]1[N:3]=[C:2]([NH2:14])[CH:7]=[CH:6][N:5]=1, predict the reactants needed to synthesize it. The reactants are: Cl[C:2]1[CH:7]=[CH:6][N:5]=[C:4]([S:8][CH2:9][C:10]([F:13])([F:12])[F:11])[N:3]=1.[NH4+:14].[OH-]. (5) Given the product [CH2:1]([N:8]1[CH:11]([CH3:12])[CH2:10][CH:9]1[C:13]([OH:15])=[O:14])[C:2]1[CH:3]=[CH:4][CH:5]=[CH:6][CH:7]=1, predict the reactants needed to synthesize it. The reactants are: [CH2:1]([N:8]1[CH:11]([CH3:12])[CH2:10][CH:9]1[C:13]([O:15]C)=[O:14])[C:2]1[CH:7]=[CH:6][CH:5]=[CH:4][CH:3]=1.[OH-].[Ba+2].[OH-].Cl. (6) Given the product [Cl:1][C:2]1[CH:3]=[C:4]([C:8]#[C:9][C:10]2[CH:14]3[CH2:15][CH2:16][N:17]([C:31]([NH:30][CH:25]4[CH2:29][CH2:28][CH2:27][CH2:26]4)=[O:32])[CH:13]3[O:12][N:11]=2)[CH:5]=[CH:6][CH:7]=1, predict the reactants needed to synthesize it. The reactants are: [Cl:1][C:2]1[CH:3]=[C:4]([C:8]#[C:9][C:10]2[NH:11][O:12][CH:13]3[NH:17][CH2:16][CH2:15][C:14]=23)[CH:5]=[CH:6][CH:7]=1.C(N(CC)CC)C.[CH:25]1([N:30]=[C:31]=[O:32])[CH2:29][CH2:28][CH2:27][CH2:26]1.O. (7) Given the product [CH2:28]([N:13]1[C:12]2[CH:18]=[CH:19][C:9]([B:4]3[O:5][C:6]([CH3:7])([CH3:8])[C:2]([CH3:20])([CH3:1])[O:3]3)=[CH:10][C:11]=2[CH2:15][S:14]1(=[O:17])=[O:16])[CH3:29], predict the reactants needed to synthesize it. The reactants are: [CH3:1][C:2]1([CH3:20])[C:6]([CH3:8])([CH3:7])[O:5][B:4]([C:9]2[CH:19]=[CH:18][C:12]3[NH:13][S:14](=[O:17])(=[O:16])[CH2:15][C:11]=3[CH:10]=2)[O:3]1.C(=O)([O-])[O-].[K+].[K+].I[CH2:28][CH3:29]. (8) Given the product [Cl:47][C:23]1[CH:24]=[CH:25][C:20]([C:14]2[C:13]3[C:17](=[CH:18][C:10]([S:7]([NH:6][C:36]4[S:40][N:39]=[CH:38][N:37]=4)(=[O:8])=[O:9])=[CH:11][CH:12]=3)[N:16]([CH3:19])[CH:15]=2)=[C:21]([C:30]2[N:34]([CH3:35])[N:33]=[CH:32][CH:31]=2)[CH:22]=1, predict the reactants needed to synthesize it. The reactants are: COC1C=C(OC)C=CC=1C[N:6]([C:36]1[S:40][N:39]=[CH:38][N:37]=1)[S:7]([C:10]1[CH:18]=[C:17]2[C:13]([C:14]([C:20]3[CH:25]=[CH:24][C:23](C(F)(F)F)=[CH:22][C:21]=3[C:30]3[N:34]([CH3:35])[N:33]=[CH:32][CH:31]=3)=[CH:15][N:16]2[CH3:19])=[CH:12][CH:11]=1)(=[O:9])=[O:8].[ClH:47].